This data is from Forward reaction prediction with 1.9M reactions from USPTO patents (1976-2016). The task is: Predict the product of the given reaction. (1) Given the reactants [C:1]([O:5][C:6](=[O:12])[NH:7][CH2:8][CH2:9][CH2:10][NH2:11])([CH3:4])([CH3:3])[CH3:2].C([N:21]=[C:22]=[S:23])(=O)C1C=CC=CC=1.C([O-])([O-])=O.[K+].[K+], predict the reaction product. The product is: [C:1]([O:5][C:6](=[O:12])[NH:7][CH2:8][CH2:9][CH2:10][NH:11][C:22]([NH2:21])=[S:23])([CH3:4])([CH3:2])[CH3:3]. (2) Given the reactants Cl[C:2]1[N:7]=[CH:6][N:5]=[C:4]([N:8]2[CH2:17][CH2:16][C:15]3[C:14]([N:18]4[CH2:23][CH2:22][O:21][CH2:20][C@@H:19]4[CH3:24])=[N:13][C:12]([C:25]4[CH:30]=[CH:29][C:28]([NH:31][C:32]([NH:34][CH2:35][CH3:36])=[O:33])=[CH:27][CH:26]=4)=[N:11][C:10]=3[CH2:9]2)[N:3]=1.CO, predict the reaction product. The product is: [CH2:35]([NH:34][C:32]([NH:31][C:28]1[CH:29]=[CH:30][C:25]([C:12]2[N:13]=[C:14]([N:18]3[CH2:23][CH2:22][O:21][CH2:20][C@@H:19]3[CH3:24])[C:15]3[CH2:16][CH2:17][N:8]([C:4]4[N:3]=[CH:2][N:7]=[CH:6][N:5]=4)[CH2:9][C:10]=3[N:11]=2)=[CH:26][CH:27]=1)=[O:33])[CH3:36]. (3) Given the reactants [CH3:1][O:2][C:3]1[CH:4]=[CH:5][C:6]([NH:11][C:12]2[C:13]3[N:14]([N:27]=[CH:28][N:29]=3)[CH:15]=[C:16]([C:18]3[CH:19]=[C:20]([CH:24]=[CH:25][CH:26]=3)[C:21]([O-])=[O:22])[CH:17]=2)=[N:7][C:8]=1[O:9][CH3:10].[K+].[NH2:31][C:32]1[CH:33]=[C:34]2[C:38](=[CH:39][CH:40]=1)[NH:37][C:36](=[O:41])[CH2:35]2.CN(C(ON1N=NC2C=CC=NC1=2)=[N+](C)C)C.F[P-](F)(F)(F)(F)F.CCN(C(C)C)C(C)C, predict the reaction product. The product is: [CH3:1][O:2][C:3]1[CH:4]=[CH:5][C:6]([NH:11][C:12]2[C:13]3[N:14]([N:27]=[CH:28][N:29]=3)[CH:15]=[C:16]([C:18]3[CH:19]=[C:20]([CH:24]=[CH:25][CH:26]=3)[C:21]([NH:31][C:32]3[CH:33]=[C:34]4[C:38](=[CH:39][CH:40]=3)[NH:37][C:36](=[O:41])[CH2:35]4)=[O:22])[CH:17]=2)=[N:7][C:8]=1[O:9][CH3:10].